This data is from Full USPTO retrosynthesis dataset with 1.9M reactions from patents (1976-2016). The task is: Predict the reactants needed to synthesize the given product. (1) Given the product [CH3:5][C:6]1([CH3:22])[O:10][C@@H:9]([C@@H:11]2[CH2:18][NH:19][C:13](=[O:14])[CH2:12]2)[CH2:8][O:7]1, predict the reactants needed to synthesize it. The reactants are: C([O-])=O.[NH4+].[CH3:5][C:6]1([CH3:22])[O:10][C@@H:9]([C@H:11]([CH2:18][N+:19]([O-])=O)[CH2:12][C:13](OCC)=[O:14])[CH2:8][O:7]1. (2) Given the product [N:21]([C@H:6]1[C@H:13]2[C@H:9]([CH2:10][N:11]([CH2:14][C:15]3[CH:20]=[CH:19][CH:18]=[CH:17][CH:16]=3)[CH2:12]2)[CH2:8][CH2:7]1)=[N+:22]=[N-:23], predict the reactants needed to synthesize it. The reactants are: CS(O[C@@H:6]1[C@H:13]2[C@H:9]([CH2:10][N:11]([CH2:14][C:15]3[CH:20]=[CH:19][CH:18]=[CH:17][CH:16]=3)[CH2:12]2)[CH2:8][CH2:7]1)(=O)=O.[N-:21]=[N+:22]=[N-:23].[Na+]. (3) Given the product [C:10]([O:14][C:15]([N:17]1[CH2:20][C:19]([C:22]2[S:23][CH:24]=[C:25]([C:27]3[C:28]([O:42][CH:43]4[CH2:46][CH2:45][CH2:44]4)=[C:29]4[C:34](=[CH:35][CH:36]=3)[N:33]([C:37]([O:39][CH3:40])=[O:38])[C@@H:32]([CH3:41])[CH2:31][CH2:30]4)[N:26]=2)([F:7])[CH2:18]1)=[O:16])([CH3:13])([CH3:12])[CH3:11], predict the reactants needed to synthesize it. The reactants are: C(N(S(F)(F)[F:7])CC)C.[C:10]([O:14][C:15]([N:17]1[CH2:20][C:19]([C:22]2[S:23][CH:24]=[C:25]([C:27]3[C:28]([O:42][CH:43]4[CH2:46][CH2:45][CH2:44]4)=[C:29]4[C:34](=[CH:35][CH:36]=3)[N:33]([C:37]([O:39][CH3:40])=[O:38])[C@@H:32]([CH3:41])[CH2:31][CH2:30]4)[N:26]=2)(O)[CH2:18]1)=[O:16])([CH3:13])([CH3:12])[CH3:11].C(=O)(O)[O-].[Na+]. (4) Given the product [CH3:11][S:12][C:2]1[CH:3]=[CH:4][C:5]2[CH:9]=[CH:8][S:7][C:6]=2[CH:10]=1, predict the reactants needed to synthesize it. The reactants are: Br[C:2]1[CH:3]=[CH:4][C:5]2[CH:9]=[CH:8][S:7][C:6]=2[CH:10]=1.[CH3:11][S-:12].[Na+]. (5) Given the product [C:35]([O:39][C:40]([N:27]1[CH2:28][CH2:29][CH:24]([S:23][C:20]2[CH:21]=[CH:22][C:15]3[O:14][CH2:13][CH2:12][N:11]4[C:17](=[N:18][C:9]([C:8]5[N:4]([CH:1]([CH3:3])[CH3:2])[N:5]=[CH:6][N:7]=5)=[CH:10]4)[C:16]=3[CH:19]=2)[CH2:25][CH2:26]1)=[O:41])([CH3:38])([CH3:37])[CH3:36], predict the reactants needed to synthesize it. The reactants are: [CH:1]([N:4]1[C:8]([C:9]2[N:18]=[C:17]3[N:11]([CH2:12][CH2:13][O:14][C:15]4[CH:22]=[CH:21][C:20]([S:23][CH:24]5[CH2:29][CH2:28][N:27](C(C)(C)CO)[CH2:26][CH2:25]5)=[CH:19][C:16]=43)[CH:10]=2)=[N:7][CH:6]=[N:5]1)([CH3:3])[CH3:2].[C:35]([O:39][C:40](N1CCC(S)CC1)=[O:41])([CH3:38])([CH3:37])[CH3:36].CCN(C(C)C)C(C)C.BrC1C=CC2OCCN3C(=NC(C4N(C(C)C)N=CN=4)=C3)C=2C=1. (6) The reactants are: [F:1][C:2]([F:19])([F:18])[C:3]1[N:8]=[CH:7][C:6]([CH:9]=[CH:10][C:11]([O:13][C:14]([CH3:17])([CH3:16])[CH3:15])=[O:12])=[CH:5][CH:4]=1. Given the product [F:18][C:2]([F:1])([F:19])[C:3]1[N:8]=[CH:7][C:6]([CH2:9][CH2:10][C:11]([O:13][C:14]([CH3:15])([CH3:17])[CH3:16])=[O:12])=[CH:5][CH:4]=1, predict the reactants needed to synthesize it.